Dataset: Catalyst prediction with 721,799 reactions and 888 catalyst types from USPTO. Task: Predict which catalyst facilitates the given reaction. (1) Reactant: [C:1]([C:3]1[CH:4]=[C:5]([C:13]2[O:17][N:16]=[C:15]([C:18]3[CH:26]=[C:25]4[C:21]([C:22]([CH2:27][CH2:28][C:29]([O:31]CC)=[O:30])=[CH:23][NH:24]4)=[CH:20][C:19]=3[F:34])[N:14]=2)[CH:6]=[CH:7][C:8]=1[O:9][CH:10]([CH3:12])[CH3:11])#[N:2].[OH-].[Na+].Cl. Product: [C:1]([C:3]1[CH:4]=[C:5]([C:13]2[O:17][N:16]=[C:15]([C:18]3[CH:26]=[C:25]4[C:21]([C:22]([CH2:27][CH2:28][C:29]([OH:31])=[O:30])=[CH:23][NH:24]4)=[CH:20][C:19]=3[F:34])[N:14]=2)[CH:6]=[CH:7][C:8]=1[O:9][CH:10]([CH3:12])[CH3:11])#[N:2]. The catalyst class is: 252. (2) Reactant: [CH3:1][S:2]([C:5]1[CH:13]=[CH:12][C:8]([C:9]([OH:11])=O)=[CH:7][CH:6]=1)(=[O:4])=[O:3].S(Cl)(Cl)=O.[Cl:18][C:19]1[CH:25]=[CH:24][CH:23]=[CH:22][C:20]=1[NH2:21].CCN(CC)CC. Product: [Cl:18][C:19]1[CH:25]=[CH:24][CH:23]=[CH:22][C:20]=1[NH:21][C:9](=[O:11])[C:8]1[CH:7]=[CH:6][C:5]([S:2]([CH3:1])(=[O:3])=[O:4])=[CH:13][CH:12]=1. The catalyst class is: 4. (3) Reactant: [O:1]1[C:5]2[CH:6]=[CH:7][C:8]([S:10][C:11]3[NH:12][C:13]4[C:18]([N:19]=3)=[C:17]([NH2:20])[N:16]=[CH:15][N:14]=4)=[CH:9][C:4]=2[O:3][CH2:2]1.O.C([O-])([O-])=O.[Cs+].[Cs+].[CH2:28](OS(C1C=CC(C)=CC=1)(=O)=O)[CH2:29][CH2:30][CH3:31]. Product: [O:1]1[C:5]2[CH:6]=[CH:7][C:8]([S:10][C:11]3[N:12]([CH2:28][CH2:29][CH2:30][CH3:31])[C:13]4[C:18]([N:19]=3)=[C:17]([NH2:20])[N:16]=[CH:15][N:14]=4)=[CH:9][C:4]=2[O:3][CH2:2]1. The catalyst class is: 3. (4) Reactant: [Si]([O:8][CH:9]1[CH2:14][CH:13]([NH:15][C:16]2[N:21]=[C:20]([C:22]3[C:30]4[C:25](=[CH:26][CH:27]=[CH:28][CH:29]=4)[N:24](S(C4C=CC=CC=4)(=O)=O)[CH:23]=3)[C:19]([Cl:40])=[CH:18][N:17]=2)[CH2:12][CH:11]([NH:41][C:42]([C:44]2[CH:49]=[CH:48][C:47]([NH:50]C(=O)OC(C)(C)C)=[CH:46][CH:45]=2)=[O:43])[CH2:10]1)(C(C)(C)C)(C)C.CCCC[N+](CCCC)(CCCC)CCCC.[F-]. Product: [NH2:50][C:47]1[CH:48]=[CH:49][C:44]([C:42]([NH:41][CH:11]2[CH2:10][CH:9]([OH:8])[CH2:14][CH:13]([NH:15][C:16]3[N:21]=[C:20]([C:22]4[C:30]5[C:25](=[CH:26][CH:27]=[CH:28][CH:29]=5)[NH:24][CH:23]=4)[C:19]([Cl:40])=[CH:18][N:17]=3)[CH2:12]2)=[O:43])=[CH:45][CH:46]=1. The catalyst class is: 1. (5) Reactant: [Cl:1][C:2]1[CH:7]=[CH:6][C:5]([S:8]([N:11]2[CH2:16][CH2:15][CH2:14][C@@H:13]([NH:17][C:18]3[N:23]=[C:22]([C:24]4[N:31]5[C:27]([S:28][CH:29]=[CH:30]5)=[N:26][C:25]=4[C:32]4[CH:37]=[CH:36][CH:35]=[C:34]([C:38]#[N:39])[CH:33]=4)[CH:21]=[CH:20][N:19]=3)[CH2:12]2)(=[O:10])=[O:9])=[CH:4][CH:3]=1.Cl.[NH2:41][OH:42].C(=O)([O-])[O-].[Na+].[Na+]. Product: [Cl:1][C:2]1[CH:7]=[CH:6][C:5]([S:8]([N:11]2[CH2:16][CH2:15][CH2:14][C@@H:13]([NH:17][C:18]3[N:23]=[C:22]([C:24]4[N:31]5[C:27]([S:28][CH:29]=[CH:30]5)=[N:26][C:25]=4[C:32]4[CH:33]=[C:34]([C:38](=[N:41][OH:42])[NH2:39])[CH:35]=[CH:36][CH:37]=4)[CH:21]=[CH:20][N:19]=3)[CH2:12]2)(=[O:10])=[O:9])=[CH:4][CH:3]=1. The catalyst class is: 40. (6) Reactant: [C:1](Cl)(=[O:11])[CH2:2][CH2:3][CH2:4][CH2:5][CH2:6][CH2:7][CH2:8][CH2:9][CH3:10].[F:13][C:14]([F:43])([F:42])[C:15]1[CH:41]=[CH:40][C:18]([CH2:19][O:20][C:21]2[CH:22]=[C:23]([CH:37]=[CH:38][CH:39]=2)[C:24]([NH:26][C:27]2[CH:32]=[CH:31][CH:30]=[CH:29][C:28]=2[S:33](=[O:36])(=[O:35])[NH2:34])=[O:25])=[CH:17][CH:16]=1. Product: [F:43][C:14]([F:13])([F:42])[C:15]1[CH:16]=[CH:17][C:18]([CH2:19][O:20][C:21]2[CH:22]=[C:23]([CH:37]=[CH:38][CH:39]=2)[C:24]([NH:26][C:27]2[CH:32]=[CH:31][CH:30]=[CH:29][C:28]=2[S:33]([NH:34][C:1](=[O:11])[CH2:2][CH2:3][CH2:4][CH2:5][CH2:6][CH2:7][CH2:8][CH2:9][CH3:10])(=[O:36])=[O:35])=[O:25])=[CH:40][CH:41]=1. The catalyst class is: 367. (7) Product: [N+:30]([C:33]1[CH:38]=[CH:37][C:36]([CH:39]2[CH2:44][CH2:43][CH:42]([CH:2]=[O:3])[CH2:41][CH2:40]2)=[CH:35][CH:34]=1)([O-:32])=[O:31]. The catalyst class is: 1. Reactant: [Cl-].[CH3:2][O:3]C[P+](C1C=CC=CC=1)(C1C=CC=CC=1)C1C=CC=CC=1.CC(C)([O-])C.[K+].[N+:30]([C:33]1[CH:38]=[CH:37][C:36]([CH:39]2[CH2:44][CH2:43][C:42](=O)[CH2:41][CH2:40]2)=[CH:35][CH:34]=1)([O-:32])=[O:31].C(=O)([O-])O.[Na+].